This data is from NCI-60 drug combinations with 297,098 pairs across 59 cell lines. The task is: Regression. Given two drug SMILES strings and cell line genomic features, predict the synergy score measuring deviation from expected non-interaction effect. Drug 1: C1=CC(=CC=C1CC(C(=O)O)N)N(CCCl)CCCl.Cl. Drug 2: CS(=O)(=O)CCNCC1=CC=C(O1)C2=CC3=C(C=C2)N=CN=C3NC4=CC(=C(C=C4)OCC5=CC(=CC=C5)F)Cl. Cell line: NCI-H322M. Synergy scores: CSS=13.3, Synergy_ZIP=3.01, Synergy_Bliss=1.84, Synergy_Loewe=-27.9, Synergy_HSA=-1.28.